This data is from Catalyst prediction with 721,799 reactions and 888 catalyst types from USPTO. The task is: Predict which catalyst facilitates the given reaction. (1) Reactant: [NH2:1][C:2]1[C:6]2[C:7](=[O:11])[NH:8][CH:9]=[CH:10][C:5]=2[N:4]([C:12]([CH3:15])([CH3:14])[CH3:13])[N:3]=1.N1C=CC=CC=1.[C:22](Cl)(=[O:29])[C:23]1[CH:28]=[CH:27][CH:26]=[CH:25][CH:24]=1. Product: [C:12]([N:4]1[C:5]2[CH:10]=[CH:9][NH:8][C:7](=[O:11])[C:6]=2[C:2]([NH:1][C:22](=[O:29])[C:23]2[CH:28]=[CH:27][CH:26]=[CH:25][CH:24]=2)=[N:3]1)([CH3:15])([CH3:14])[CH3:13]. The catalyst class is: 1. (2) Reactant: [C:1]1([C:7]2[CH2:8][CH2:9][N:10]([CH2:13][CH2:14][CH2:15][C:16](=[NH:18])[NH2:17])[CH2:11][CH:12]=2)[CH:6]=[CH:5][CH:4]=[CH:3][CH:2]=1.CC[O:21][C:22]([CH:24]1[C:29](=O)[CH2:28][CH2:27][CH2:26][CH2:25]1)=O.C(=O)([O-])[O-].[K+].[K+]. Product: [C:1]1([C:7]2[CH2:12][CH2:11][N:10]([CH2:13][CH2:14][CH2:15][C:16]3[NH:17][C:22](=[O:21])[C:24]4[CH2:29][CH2:28][CH2:27][CH2:26][C:25]=4[N:18]=3)[CH2:9][CH:8]=2)[CH:2]=[CH:3][CH:4]=[CH:5][CH:6]=1. The catalyst class is: 40. (3) Reactant: Br[C:2]1[CH:9]=[CH:8][C:5]([C:6]#[N:7])=[C:4]([O:10][CH3:11])[CH:3]=1.[OH:12][C@:13]1([CH3:20])[C@H:17]([CH3:18])[NH:16][C:15](=[O:19])[CH2:14]1.C1(P(C2C=CC=CC=2)C2C3OC4C(=CC=CC=4P(C4C=CC=CC=4)C4C=CC=CC=4)C(C)(C)C=3C=CC=2)C=CC=CC=1.C(=O)([O-])[O-].[Cs+].[Cs+]. Product: [OH:12][C@@:13]1([CH3:20])[CH2:14][C:15](=[O:19])[N:16]([C:2]2[CH:9]=[CH:8][C:5]([C:6]#[N:7])=[C:4]([O:10][CH3:11])[CH:3]=2)[C@H:17]1[CH3:18]. The catalyst class is: 110. (4) Reactant: [F:1][C:2]1[CH:7]=[CH:6][C:5]([C:8]2[S:12][C:11]([CH3:13])=[N:10][C:9]=2[C:14]([N:16]2[CH2:21][CH2:20][CH2:19][C@@H:18]([CH3:22])[C@@H:17]2[CH2:23][NH:24]C(=O)OC(C)(C)C)=[O:15])=[CH:4][CH:3]=1.C(O)(C(F)(F)F)=O. Product: [NH2:24][CH2:23][C@@H:17]1[C@@H:18]([CH3:22])[CH2:19][CH2:20][CH2:21][N:16]1[C:14]([C:9]1[N:10]=[C:11]([CH3:13])[S:12][C:8]=1[C:5]1[CH:4]=[CH:3][C:2]([F:1])=[CH:7][CH:6]=1)=[O:15]. The catalyst class is: 2. (5) Reactant: C(OC([N:8]1[CH2:13][CH2:12][CH:11]([CH2:14][OH:15])[CH2:10][CH2:9]1)=O)(C)(C)C.I[CH3:17].[H-].[Na+].O. Product: [CH3:17][O:15][CH2:14][CH:11]1[CH2:10][CH2:9][NH:8][CH2:13][CH2:12]1. The catalyst class is: 3. (6) Reactant: [Cr](Cl)([O-])(=O)=O.[NH+]1C=CC=CC=1.[Br:12][C:13]1[CH:14]=[C:15]2[C:20](=[CH:21][CH:22]=1)[CH:19]=[C:18]([CH2:23][OH:24])[CH:17]=[CH:16]2.C(OCC)C. Product: [Br:12][C:13]1[CH:14]=[C:15]2[C:20](=[CH:21][CH:22]=1)[CH:19]=[C:18]([CH:23]=[O:24])[CH:17]=[CH:16]2. The catalyst class is: 2. (7) Reactant: [Br:1][CH2:2][C:3]1[CH:8]=[CH:7][C:6]([S:9](Cl)(=[O:11])=[O:10])=[CH:5][CH:4]=1.C(N(CC)CC)C.[NH:20]1[CH2:25][CH2:24][O:23][CH2:22][CH2:21]1. Product: [Br:1][CH2:2][C:3]1[CH:8]=[CH:7][C:6]([S:9]([N:20]2[CH2:25][CH2:24][O:23][CH2:22][CH2:21]2)(=[O:11])=[O:10])=[CH:5][CH:4]=1. The catalyst class is: 646. (8) Reactant: [CH3:1][C:2]([C:4]1[CH:9]=[CH:8][C:7]([OH:10])=[CH:6][C:5]=1[OH:11])=O.[NH2:12][CH2:13][C:14]([OH:16])=[O:15]. Product: [OH:11][C:5]1[CH:6]=[C:7]([OH:10])[CH:8]=[CH:9][C:4]=1[CH2:2][CH:1]=[N:12][CH2:13][C:14]([OH:16])=[O:15]. The catalyst class is: 6. (9) Reactant: [CH:1]1([CH2:4][O:5][C:6]2[CH:7]=[C:8]([C:12]3[C:20]4[C:15](=[CH:16][CH:17]=[C:18]([O:21][CH2:22][CH2:23][OH:24])[CH:19]=4)[N:14]([CH2:25][C:26]4[CH:31]=[CH:30][CH:29]=[C:28]([O:32][CH3:33])[CH:27]=4)[C:13]=3[C:34]([O:36][CH2:37][CH3:38])=[O:35])[CH:9]=[CH:10][CH:11]=2)[CH2:3][CH2:2]1.[H-].[Na+].[CH2:41](I)[CH3:42]. Product: [CH:1]1([CH2:4][O:5][C:6]2[CH:7]=[C:8]([C:12]3[C:20]4[C:15](=[CH:16][CH:17]=[C:18]([O:21][CH2:22][CH2:23][O:24][CH2:41][CH3:42])[CH:19]=4)[N:14]([CH2:25][C:26]4[CH:31]=[CH:30][CH:29]=[C:28]([O:32][CH3:33])[CH:27]=4)[C:13]=3[C:34]([O:36][CH2:37][CH3:38])=[O:35])[CH:9]=[CH:10][CH:11]=2)[CH2:3][CH2:2]1. The catalyst class is: 9.